This data is from Catalyst prediction with 721,799 reactions and 888 catalyst types from USPTO. The task is: Predict which catalyst facilitates the given reaction. (1) Reactant: [Br:1][C:2]1[CH:3]=[C:4]([N+:12]([O-:14])=[O:13])[C:5]2[N:9]=[C:8]([CH3:10])[NH:7][C:6]=2[CH:11]=1.Br[CH2:16][C:17]1[C:26]2[C:21](=[CH:22][CH:23]=[CH:24][CH:25]=2)[CH:20]=[CH:19][CH:18]=1.C([O-])([O-])=O.[K+].[K+]. Product: [Br:1][C:2]1[CH:3]=[C:4]([N+:12]([O-:14])=[O:13])[C:5]2[N:9]=[C:8]([CH3:10])[N:7]([CH2:16][C:17]3[C:26]4[C:21](=[CH:22][CH:23]=[CH:24][CH:25]=4)[CH:20]=[CH:19][CH:18]=3)[C:6]=2[CH:11]=1. The catalyst class is: 3. (2) Product: [C:29]1([C:26]2[CH:27]=[C:16]([OH:25])[C:17]3[C:18](=[CH:20][CH:21]=[C:22]([Br:24])[CH:23]=3)[N:19]=2)[CH:34]=[CH:33][CH:32]=[CH:31][CH:30]=1. The catalyst class is: 5. Reactant: BrC1C=C2C(OC(=O)NC2=CC=1)=O.CO[C:16](=[O:25])[C:17]1[C:18](=[CH:20][CH:21]=[C:22]([Br:24])[CH:23]=1)[NH2:19].[C:26]([C:29]1[CH:34]=[CH:33][CH:32]=[CH:31][CH:30]=1)(=O)[CH3:27]. (3) The catalyst class is: 546. Reactant: [O:1]=[C:2]1[CH2:10][C:9]2[C:4](=[CH:5][CH:6]=[C:7]([C:11]([OH:13])=O)[CH:8]=2)[NH:3]1.CN.Cl.[CH2:17]([N:19]=C=NCCCN(C)C)C. Product: [CH3:17][NH:19][C:11]([C:7]1[CH:8]=[C:9]2[C:4](=[CH:5][CH:6]=1)[NH:3][C:2](=[O:1])[CH2:10]2)=[O:13]. (4) Reactant: Cl.[CH3:2][N:3]1[CH:7]=[C:6]([N:8]2[CH:13]=[CH:12][C:11](=[O:14])[C:10]([CH2:15][C:16]3[CH:21]=[CH:20][CH:19]=[C:18]([C:22]4[N:26]=[CH:25][NH:24][N:23]=4)[CH:17]=3)=[N:9]2)[CH:5]=[N:4]1.I[CH:28]1[CH2:31][O:30][CH2:29]1.C([O-])([O-])=O.[Cs+].[Cs+].[NH4+].[Cl-]. Product: [CH3:2][N:3]1[CH:7]=[C:6]([N:8]2[CH:13]=[CH:12][C:11](=[O:14])[C:10]([CH2:15][C:16]3[CH:21]=[CH:20][CH:19]=[C:18]([C:22]4[N:26]=[CH:25][N:24]([CH:28]5[CH2:31][O:30][CH2:29]5)[N:23]=4)[CH:17]=3)=[N:9]2)[CH:5]=[N:4]1. The catalyst class is: 329. (5) Reactant: [F:1][C:2]([F:28])([CH2:6][NH:7][C:8]1[N:13]=[C:12]([NH:14][C:15]2[N:20]=[CH:19][C:18]3[N:21]=[C:22]([CH3:27])[N:23]([CH:24]([CH3:26])[CH3:25])[C:17]=3[CH:16]=2)[CH:11]=[CH:10][N:9]=1)[C:3](O)=[O:4].[Cl-].[NH4+].F[P-](F)(F)(F)(F)F.[N:38]1(OC(N(C)C)=[N+](C)C)C2N=CC=CC=2N=N1.C(N(CC)C(C)C)(C)C. Product: [F:28][C:2]([F:1])([CH2:6][NH:7][C:8]1[N:13]=[C:12]([NH:14][C:15]2[N:20]=[CH:19][C:18]3[N:21]=[C:22]([CH3:27])[N:23]([CH:24]([CH3:25])[CH3:26])[C:17]=3[CH:16]=2)[CH:11]=[CH:10][N:9]=1)[C:3]([NH2:38])=[O:4]. The catalyst class is: 9. (6) Product: [CH2:14]([CH:11]1[CH2:10][CH2:9][CH:8]([CH:5]2[CH2:6][CH2:7][C:2]([C:17]3[CH:22]=[CH:21][CH:20]=[CH:19][C:18]=3[O:23][CH2:24][CH2:25][F:26])=[CH:3][CH2:4]2)[CH2:13][CH2:12]1)[CH2:15][CH3:16]. Reactant: O[C:2]1([C:17]2[CH:22]=[CH:21][CH:20]=[CH:19][C:18]=2[O:23][CH2:24][CH2:25][F:26])[CH2:7][CH2:6][CH:5]([CH:8]2[CH2:13][CH2:12][CH:11]([CH2:14][CH2:15][CH3:16])[CH2:10][CH2:9]2)[CH2:4][CH2:3]1.O.C1(C)C=CC(S(O)(=O)=O)=CC=1.C(=O)([O-])O.[Na+]. The catalyst class is: 11.